Dataset: Catalyst prediction with 721,799 reactions and 888 catalyst types from USPTO. Task: Predict which catalyst facilitates the given reaction. (1) Reactant: [C:1](Cl)(=[O:5])[CH2:2][CH2:3][CH3:4].[NH2:7][C:8]1[CH:9]=[C:10]([C:14]2[CH:19]=[CH:18][C:17]([C:20]([F:30])([CH3:29])[CH2:21][NH:22][S:23]([CH:26]([CH3:28])[CH3:27])(=[O:25])=[O:24])=[CH:16][CH:15]=2)[CH:11]=[CH:12][CH:13]=1.C(N(CC)CC)C.O. Product: [F:30][C:20]([C:17]1[CH:18]=[CH:19][C:14]([C:10]2[CH:9]=[C:8]([NH:7][C:1](=[O:5])[CH2:2][CH2:3][CH3:4])[CH:13]=[CH:12][CH:11]=2)=[CH:15][CH:16]=1)([CH3:29])[CH2:21][NH:22][S:23]([CH:26]([CH3:27])[CH3:28])(=[O:25])=[O:24]. The catalyst class is: 1. (2) Reactant: [O:1]1[CH2:5][CH2:4][CH2:3][CH:2]1[CH2:6][NH2:7].C(N(CC)CC)C.[Cl:15][C:16]1[N:21]=[C:20](Cl)[C:19]([F:23])=[CH:18][N:17]=1. Product: [Cl:15][C:16]1[N:21]=[C:20]([NH:7][CH2:6][CH:2]2[CH2:3][CH2:4][CH2:5][O:1]2)[C:19]([F:23])=[CH:18][N:17]=1. The catalyst class is: 5. (3) Reactant: [NH2:1][C:2]1[S:3][CH:4]=[C:5]([CH2:11][O:12][CH2:13][O:14][CH3:15])[C:6]=1[S:7]([NH2:10])(=[O:9])=[O:8].[CH2:16]([N:23]1[C:32]2[C:27](=[CH:28][CH:29]=[CH:30][CH:31]=2)[C:26](=[O:33])[C:25](=[C:34](SC)SC)[C:24]1=[O:39])[C:17]1[CH:22]=[CH:21][CH:20]=[CH:19][CH:18]=1. Product: [CH2:16]([N:23]1[C:32]2[C:27](=[CH:28][CH:29]=[CH:30][CH:31]=2)[C:26]([OH:33])=[C:25]([C:34]2[NH:1][C:2]3[S:3][CH:4]=[C:5]([CH2:11][O:12][CH2:13][O:14][CH3:15])[C:6]=3[S:7](=[O:8])(=[O:9])[N:10]=2)[C:24]1=[O:39])[C:17]1[CH:18]=[CH:19][CH:20]=[CH:21][CH:22]=1. The catalyst class is: 11. (4) Reactant: [OH:1][C:2]1[CH:7]=[CH:6][C:5]([C:8]2[C:9](=[O:19])[O:10][CH2:11][C:12]=2[C:13]2[CH:18]=[CH:17][N:16]=[CH:15][CH:14]=2)=[CH:4][CH:3]=1.C([O-])([O-])=O.[K+].[K+].Cl[CH2:27][C:28]1[CH:37]=[CH:36][C:35]2[C:30](=[CH:31][CH:32]=[CH:33][CH:34]=2)[N:29]=1. Product: [N:16]1[CH:17]=[CH:18][C:13]([C:12]2[CH2:11][O:10][C:9](=[O:19])[C:8]=2[C:5]2[CH:4]=[CH:3][C:2]([O:1][CH2:27][C:28]3[CH:37]=[CH:36][C:35]4[C:30](=[CH:31][CH:32]=[CH:33][CH:34]=4)[N:29]=3)=[CH:7][CH:6]=2)=[CH:14][CH:15]=1. The catalyst class is: 3. (5) Reactant: C1(C)C=CC(S([O-])(=O)=O)=CC=1.[NH+]1C=CC=CC=1.O1[C:22]2([CH2:27][CH2:26][N:25]([C:28]([N:30]3[CH2:35][CH:34]([C:36]4[CH:41]=[CH:40][C:39]([C:42]([F:45])([F:44])[F:43])=[CH:38][CH:37]=4)[CH2:33][CH:32]([NH:46][C:47]([CH:49]4[CH2:53][CH2:52][CH2:51][CH2:50]4)=[O:48])[CH2:31]3)=[O:29])[CH2:24][CH2:23]2)[O:21]CC1. Product: [O:21]=[C:22]1[CH2:27][CH2:26][N:25]([C:28]([N:30]2[CH2:35][CH:34]([C:36]3[CH:41]=[CH:40][C:39]([C:42]([F:45])([F:43])[F:44])=[CH:38][CH:37]=3)[CH2:33][CH:32]([NH:46][C:47]([CH:49]3[CH2:53][CH2:52][CH2:51][CH2:50]3)=[O:48])[CH2:31]2)=[O:29])[CH2:24][CH2:23]1. The catalyst class is: 95. (6) The catalyst class is: 2. Reactant: Cl[C:2]1[N:3]=[C:4]([N:15]2[CH2:20][CH2:19][O:18][CH2:17][CH2:16]2)[C:5]2[S:10][C:9]([CH2:11][NH:12][CH3:13])=[C:8]([CH3:14])[C:6]=2[N:7]=1.CCN(CC)CC.[CH3:28][S:29](Cl)(=[O:31])=[O:30].CC1(C)C(C)(C)OB([C:41]2[CH:42]=[CH:43][C:44]([NH2:47])=[N:45][CH:46]=2)O1. Product: [CH3:14][C:8]1[C:6]2[N:7]=[C:2]([C:41]3[CH:42]=[CH:43][C:44]([NH2:47])=[N:45][CH:46]=3)[N:3]=[C:4]([N:15]3[CH2:20][CH2:19][O:18][CH2:17][CH2:16]3)[C:5]=2[S:10][C:9]=1[CH2:11][N:12]([CH3:13])[S:29]([CH3:28])(=[O:31])=[O:30]. (7) The catalyst class is: 1. Product: [CH2:17]([O:16][C:14]([N:9]1[CH2:8][C:7]2[C:11](=[CH:12][CH:13]=[C:5]([C:3]([OH:4])=[O:2])[CH:6]=2)[CH2:10]1)=[O:15])[C:18]1[CH:23]=[CH:22][CH:21]=[CH:20][CH:19]=1. Reactant: C[O:2][C:3]([C:5]1[CH:6]=[C:7]2[C:11](=[CH:12][CH:13]=1)[CH2:10][N:9]([C:14]([O:16][CH2:17][C:18]1[CH:23]=[CH:22][CH:21]=[CH:20][CH:19]=1)=[O:15])[CH2:8]2)=[O:4].[Li+].[OH-]. (8) Reactant: [F:1][C:2]1[CH:3]=[C:4]([N:21]2[CH2:25][C@H:24]([CH2:26][N:27]3[CH:31]=[CH:30][N:29]=[N:28]3)[O:23][C:22]2=[O:32])[CH:5]=[CH:6][C:7]=1[C:8]1[CH:9]=[N:10][C:11]([C:14]2[CH2:18][C@@H:17]([CH2:19][OH:20])[O:16][N:15]=2)=[CH:12][CH:13]=1.N1C=CC=C[CH:34]=1.[C:39]1(=[O:46])[O:45][C:43](=[O:44])[CH2:42][CH2:41][CH2:40]1. Product: [C:43]([O:20][CH2:19][C@H:17]1[O:16][N:15]=[C:14]([C:11]2[CH:12]=[CH:13][C:8]([C:7]3[CH:6]=[CH:5][C:4]([N:21]4[CH2:25][C@H:24]([CH2:26][N:27]5[CH:31]=[CH:30][N:29]=[N:28]5)[O:23][C:22]4=[O:32])=[CH:3][C:2]=3[F:1])=[CH:9][N:10]=2)[CH2:18]1)(=[O:44])[CH2:42][CH2:41][CH2:40][C:39]([O:45][CH3:34])=[O:46]. The catalyst class is: 546.